From a dataset of Tyrosyl-DNA phosphodiesterase HTS with 341,365 compounds. Binary Classification. Given a drug SMILES string, predict its activity (active/inactive) in a high-throughput screening assay against a specified biological target. The molecule is O=C(Nc1c(NC(=O)Cc2ccc(OC)cc2)ccc(c1)C(O)=O)Cc1ccc(OC)cc1. The result is 0 (inactive).